From a dataset of Peptide-MHC class I binding affinity with 185,985 pairs from IEDB/IMGT. Regression. Given a peptide amino acid sequence and an MHC pseudo amino acid sequence, predict their binding affinity value. This is MHC class I binding data. (1) The peptide sequence is NETWQEWERK. The MHC is Mamu-B8301 with pseudo-sequence Mamu-B8301. The binding affinity (normalized) is 0.668. (2) The peptide sequence is KEKGGLEGL. The MHC is HLA-A33:01 with pseudo-sequence HLA-A33:01. The binding affinity (normalized) is 0. (3) The MHC is HLA-B45:06 with pseudo-sequence HLA-B45:06. The peptide sequence is TYLQSLASL. The binding affinity (normalized) is 0.213. (4) The peptide sequence is LAPFNFLVF. The MHC is HLA-B15:01 with pseudo-sequence HLA-B15:01. The binding affinity (normalized) is 0.546. (5) The peptide sequence is LFNIAQRIL. The MHC is HLA-A02:06 with pseudo-sequence HLA-A02:06. The binding affinity (normalized) is 0. (6) The peptide sequence is EGAGIDDPV. The MHC is HLA-A01:01 with pseudo-sequence HLA-A01:01. The binding affinity (normalized) is 0.213. (7) The peptide sequence is KQQKVYALF. The MHC is HLA-A11:01 with pseudo-sequence HLA-A11:01. The binding affinity (normalized) is 0. (8) The peptide sequence is KMQKEYALL. The MHC is HLA-A11:01 with pseudo-sequence HLA-A11:01. The binding affinity (normalized) is 0. (9) The peptide sequence is RARKRGITL. The MHC is HLA-B57:01 with pseudo-sequence HLA-B57:01. The binding affinity (normalized) is 0.301. (10) The peptide sequence is NMLRIMASL. The MHC is HLA-A02:03 with pseudo-sequence HLA-A02:03. The binding affinity (normalized) is 0.665.